Dataset: Reaction yield outcomes from USPTO patents with 853,638 reactions. Task: Predict the reaction yield, written as a fraction of the theoretical maximum amount of product (1.0 means a 100% yield; for example, 0.34 means a 34% yield). (1) The reactants are [CH2:1]([O:8][C:9]1[CH:16]=[CH:15][C:12]([C:13]#[N:14])=[C:11]([N+:17]([O-])=O)[C:10]=1[O:20][CH3:21])[C:2]1[CH:7]=[CH:6][CH:5]=[CH:4][CH:3]=1.C(=O)(O)[O-].[Na+]. The catalyst is C(O)(=O)C.O.[Cl-].[Na+].O.[Fe]. The product is [NH2:17][C:11]1[C:10]([O:20][CH3:21])=[C:9]([O:8][CH2:1][C:2]2[CH:3]=[CH:4][CH:5]=[CH:6][CH:7]=2)[CH:16]=[CH:15][C:12]=1[C:13]#[N:14]. The yield is 0.880. (2) The reactants are [CH3:1][O:2][C:3]1[CH:4]=[C:5]([C:11]2[C:19]3[C:14](=[CH:15][CH:16]=[C:17]([C:20]#[N:21])[CH:18]=3)[NH:13][N:12]=2)[CH:6]=[CH:7][C:8]=1[O:9][CH3:10].[OH-:22].[Na+].OO.Cl. The catalyst is C(O)C.O. The product is [CH3:1][O:2][C:3]1[CH:4]=[C:5]([C:11]2[C:19]3[C:14](=[CH:15][CH:16]=[C:17]([C:20]([NH2:21])=[O:22])[CH:18]=3)[NH:13][N:12]=2)[CH:6]=[CH:7][C:8]=1[O:9][CH3:10]. The yield is 0.840. (3) The reactants are O.NN.C1(=O)[N:8]([CH2:9][CH2:10][CH2:11][P:12](=[O:19])([O:16][CH2:17][CH3:18])[O:13][CH2:14][CH3:15])C(=O)C2=CC=CC=C12. The catalyst is C(O)C. The product is [NH2:8][CH2:9][CH2:10][CH2:11][P:12](=[O:19])([O:13][CH2:14][CH3:15])[O:16][CH2:17][CH3:18]. The yield is 0.518.